From a dataset of Catalyst prediction with 721,799 reactions and 888 catalyst types from USPTO. Predict which catalyst facilitates the given reaction. Reactant: [CH:1]([C:4]1[O:8][N:7]=[C:6]([C:9]([O:11][CH2:12][CH3:13])=[O:10])[CH:5]=1)([CH3:3])[CH3:2].[N+:14]([O-])([OH:16])=[O:15]. Product: [CH:1]([C:4]1[O:8][N:7]=[C:6]([C:9]([O:11][CH2:12][CH3:13])=[O:10])[C:5]=1[N+:14]([O-:16])=[O:15])([CH3:3])[CH3:2]. The catalyst class is: 65.